This data is from Reaction yield outcomes from USPTO patents with 853,638 reactions. The task is: Predict the reaction yield, written as a fraction of the theoretical maximum amount of product (1.0 means a 100% yield; for example, 0.34 means a 34% yield). (1) The reactants are [NH2:1][C:2]1[CH:7]=[CH:6][C:5]([C:8]2[S:9][C:10]3[CH:16]=[C:15]([O:17][CH3:18])[CH:14]=[CH:13][C:11]=3[N:12]=2)=[CH:4][CH:3]=1.[I:19]Cl.C(Cl)Cl. The catalyst is C(O)(=O)C. The product is [NH2:1][C:2]1[CH:3]=[CH:4][C:5]([C:8]2[S:9][C:10]3[CH:16]=[C:15]([O:17][CH3:18])[CH:14]=[CH:13][C:11]=3[N:12]=2)=[CH:6][C:7]=1[I:19]. The yield is 0.760. (2) The reactants are [Cl:1][C:2]1[CH:3]=[C:4]([C:9]2[O:13][N:12]=[CH:11][C:10]=2[CH2:14][CH2:15][C:16](OC)=[O:17])[CH:5]=[C:6]([Cl:8])[CH:7]=1.[H-].C([Al+]CC(C)C)C(C)C.Cl. The catalyst is O1CCCC1. The product is [Cl:8][C:6]1[CH:5]=[C:4]([C:9]2[O:13][N:12]=[CH:11][C:10]=2[CH2:14][CH2:15][CH2:16][OH:17])[CH:3]=[C:2]([Cl:1])[CH:7]=1. The yield is 0.810. (3) The reactants are [CH3:1][O:2][C:3]1[CH:23]=[CH:22][C:6]([CH2:7][N:8]2[C:16]3[C:15]([C:17]([O:19][CH3:20])=[O:18])=[CH:14][NH:13][C:12](=O)[C:11]=3[CH:10]=[CH:9]2)=[CH:5][CH:4]=1.P(Cl)([Cl:33])(=O)OC1C=CC=CC=1.[OH-].[Na+]. No catalyst specified. The product is [Cl:33][C:12]1[C:11]2[CH:10]=[CH:9][N:8]([CH2:7][C:6]3[CH:22]=[CH:23][C:3]([O:2][CH3:1])=[CH:4][CH:5]=3)[C:16]=2[C:15]([C:17]([O:19][CH3:20])=[O:18])=[CH:14][N:13]=1. The yield is 0.750.